From a dataset of Forward reaction prediction with 1.9M reactions from USPTO patents (1976-2016). Predict the product of the given reaction. Given the reactants [C:1]([C:4]1[CH:15]=[CH:14][C:7]([CH:8]=[N:9][NH:10][C:11](=[S:13])[NH2:12])=[C:6]([NH2:16])[CH:5]=1)(=[O:3])[CH3:2].Br[CH2:18][C:19]([C:21]1[CH:26]=[CH:25][C:24]([O:27][CH3:28])=[CH:23][CH:22]=1)=O, predict the reaction product. The product is: [NH2:16][C:6]1[CH:5]=[C:4]([C:1](=[O:3])[CH3:2])[CH:15]=[CH:14][C:7]=1[CH:8]=[N:9][NH:10][C:11]1[S:13][CH:18]=[C:19]([C:21]2[CH:26]=[CH:25][C:24]([O:27][CH3:28])=[CH:23][CH:22]=2)[N:12]=1.